Dataset: Retrosynthesis with 50K atom-mapped reactions and 10 reaction types from USPTO. Task: Predict the reactants needed to synthesize the given product. (1) The reactants are: CCOC(=O)COc1cccc(NC(=O)NCC(=O)N2[C@H](C(=O)OC(C)(C)C)CS[C@@H]2c2ccccc2)c1. Given the product CC(C)(C)OC(=O)[C@@H]1CS[C@H](c2ccccc2)N1C(=O)CNC(=O)Nc1cccc(OCC(=O)O)c1, predict the reactants needed to synthesize it. (2) Given the product OCCNCC1CCCC1, predict the reactants needed to synthesize it. The reactants are: BrCC1CCCC1.NCCO. (3) Given the product FC(F)(F)c1ccccc1C=NNC(=S)NC1CC2C=CC1C2, predict the reactants needed to synthesize it. The reactants are: NNC(=S)NC1CC2C=CC1C2.O=Cc1ccccc1C(F)(F)F.